Dataset: NCI-60 drug combinations with 297,098 pairs across 59 cell lines. Task: Regression. Given two drug SMILES strings and cell line genomic features, predict the synergy score measuring deviation from expected non-interaction effect. (1) Drug 1: CC=C1C(=O)NC(C(=O)OC2CC(=O)NC(C(=O)NC(CSSCCC=C2)C(=O)N1)C(C)C)C(C)C. Drug 2: C1C(C(OC1N2C=NC3=C2NC=NCC3O)CO)O. Cell line: BT-549. Synergy scores: CSS=44.3, Synergy_ZIP=-1.75, Synergy_Bliss=-2.28, Synergy_Loewe=-2.41, Synergy_HSA=-1.99. (2) Drug 1: CS(=O)(=O)CCNCC1=CC=C(O1)C2=CC3=C(C=C2)N=CN=C3NC4=CC(=C(C=C4)OCC5=CC(=CC=C5)F)Cl. Drug 2: B(C(CC(C)C)NC(=O)C(CC1=CC=CC=C1)NC(=O)C2=NC=CN=C2)(O)O. Cell line: OVCAR-4. Synergy scores: CSS=52.9, Synergy_ZIP=0.0345, Synergy_Bliss=1.14, Synergy_Loewe=-42.4, Synergy_HSA=0.707. (3) Drug 1: C1CC(=O)NC(=O)C1N2CC3=C(C2=O)C=CC=C3N. Drug 2: C1C(C(OC1N2C=NC(=NC2=O)N)CO)O. Cell line: HOP-62. Synergy scores: CSS=4.49, Synergy_ZIP=-4.93, Synergy_Bliss=0.177, Synergy_Loewe=-18.6, Synergy_HSA=-0.669. (4) Drug 1: CN(CC1=CN=C2C(=N1)C(=NC(=N2)N)N)C3=CC=C(C=C3)C(=O)NC(CCC(=O)O)C(=O)O. Drug 2: COC1=NC(=NC2=C1N=CN2C3C(C(C(O3)CO)O)O)N. Cell line: NCI/ADR-RES. Synergy scores: CSS=33.6, Synergy_ZIP=-0.743, Synergy_Bliss=1.56, Synergy_Loewe=-25.4, Synergy_HSA=-0.587. (5) Drug 1: C1=CC(=C2C(=C1NCCNCCO)C(=O)C3=C(C=CC(=C3C2=O)O)O)NCCNCCO. Drug 2: CC1=C2C(C(=O)C3(C(CC4C(C3C(C(C2(C)C)(CC1OC(=O)C(C(C5=CC=CC=C5)NC(=O)OC(C)(C)C)O)O)OC(=O)C6=CC=CC=C6)(CO4)OC(=O)C)O)C)O. Cell line: RXF 393. Synergy scores: CSS=27.9, Synergy_ZIP=-12.3, Synergy_Bliss=-8.27, Synergy_Loewe=-5.51, Synergy_HSA=-2.36. (6) Drug 1: C1=CC(=C2C(=C1NCCNCCO)C(=O)C3=C(C=CC(=C3C2=O)O)O)NCCNCCO. Drug 2: C1=CN(C=N1)CC(O)(P(=O)(O)O)P(=O)(O)O. Cell line: OVCAR-4. Synergy scores: CSS=8.09, Synergy_ZIP=-6.37, Synergy_Bliss=-9.37, Synergy_Loewe=-41.6, Synergy_HSA=-6.62.